Dataset: M1 muscarinic receptor antagonist screen with 61,756 compounds. Task: Binary Classification. Given a drug SMILES string, predict its activity (active/inactive) in a high-throughput screening assay against a specified biological target. (1) The molecule is O(c1cc2CN(CCc2cc1OC)CC(=O)Nc1cc(ccc1)C)C. The result is 0 (inactive). (2) The drug is s1c2c(CCCC2)c(c1N)C(OC(C)C)=O. The result is 0 (inactive). (3) The compound is s1c(N2CCN(C(=O)C3CCCCC3)CC2)nc(c1)c1cc(OC)ccc1. The result is 0 (inactive). (4) The drug is O=C1N(C2CCC(CC2)C(=O)N2CCCCC2)C(=O)C2C1CC=CC2. The result is 0 (inactive). (5) The compound is s1c2c(n(Cc3n(c(SCC(=O)Nc4cc(cc(c4)C)C)nn3)C)c1=O)cccc2. The result is 0 (inactive). (6) The compound is Brc1ccc(c2n3cc(sc3nn2)CNCc2cc3OCOc3cc2)cc1. The result is 0 (inactive). (7) The molecule is OC1=C(C(N(CCOCCO)C1=O)c1cc(c(O)cc1)COC)C(=O)c1occc1. The result is 0 (inactive). (8) The drug is P(=O)(N1CCCCC1)(c1ccccc1)c1ccccc1. The result is 0 (inactive).